This data is from Full USPTO retrosynthesis dataset with 1.9M reactions from patents (1976-2016). The task is: Predict the reactants needed to synthesize the given product. (1) Given the product [Cl:1][C:2]1[CH:7]=[CH:6][C:5]([S:8]([N:11]([CH2:23][C:24]2[CH:25]=[CH:26][C:27]([C:28]([OH:30])=[O:29])=[CH:32][CH:33]=2)[C@H:12]([C:15]2[CH:20]=[CH:19][C:18]([C:21]#[N:22])=[CH:17][CH:16]=2)[CH2:13][CH3:14])(=[O:9])=[O:10])=[CH:4][CH:3]=1, predict the reactants needed to synthesize it. The reactants are: [Cl:1][C:2]1[CH:7]=[CH:6][C:5]([S:8]([N:11]([CH2:23][C:24]2[CH:33]=[CH:32][C:27]([C:28]([O:30]C)=[O:29])=[CH:26][CH:25]=2)[C@H:12]([C:15]2[CH:20]=[CH:19][C:18]([C:21]#[N:22])=[CH:17][CH:16]=2)[CH2:13][CH3:14])(=[O:10])=[O:9])=[CH:4][CH:3]=1.O.[OH-].[Li+]. (2) The reactants are: [F:1][C:2]1[CH:3]=[CH:4][C:5]([C:8]2[N:12]=[N:11][N:10]([CH3:13])[C:9]=2[CH2:14][O:15][C:16]2[CH:24]=[CH:23][C:19]([C:20]([OH:22])=O)=[CH:18][N:17]=2)=[N:6][CH:7]=1.[NH2:25][N:26]1[CH2:31][CH2:30][O:29][CH2:28][CH2:27]1. Given the product [F:1][C:2]1[CH:3]=[CH:4][C:5]([C:8]2[N:12]=[N:11][N:10]([CH3:13])[C:9]=2[CH2:14][O:15][C:16]2[CH:24]=[CH:23][C:19]([C:20]([NH:25][N:26]3[CH2:31][CH2:30][O:29][CH2:28][CH2:27]3)=[O:22])=[CH:18][N:17]=2)=[N:6][CH:7]=1, predict the reactants needed to synthesize it. (3) Given the product [Br:1][C:2]1[C:3]([N:18]2[CH2:23][CH2:22][C:21]([CH3:25])([CH3:24])[CH2:20][CH2:19]2)=[C:4]([C@H:10]([OH:17])[C:11]([O:13][CH:14]([CH3:16])[CH3:15])=[O:12])[C:5]([CH3:9])=[N:6][C:7]=1[CH3:8], predict the reactants needed to synthesize it. The reactants are: [Br:1][C:2]1[C:3]([N:18]2[CH2:23][CH2:22][C:21]([CH3:25])([CH3:24])[CH2:20][CH2:19]2)=[C:4]([C:10](=[O:17])[C:11]([O:13][CH:14]([CH3:16])[CH3:15])=[O:12])[C:5]([CH3:9])=[N:6][C:7]=1[CH3:8].CB1N2CCC[C@@H]2C(C2C=CC=CC=2)(C2C=CC=CC=2)O1.[B]1OC2C(=CC=CC=2)O1.C1(C)C=CC=CC=1. (4) The reactants are: CC1C=CC(S(O[CH2:12][C@H:13]([F:18])[CH2:14][CH2:15][C:16]#[N:17])(=O)=O)=CC=1.[N-:19]=[N+:20]=[N-:21].[Na+].CCN(C(C)C)C(C)C.[C:32]([O:36][CH2:37][CH3:38])(=[O:35])[C:33]#[CH:34].CC(O)=O. Given the product [C:16]([CH2:15][CH2:14][C@@H:13]([F:18])[CH2:12][N:19]1[CH:34]=[C:33]([C:32]([O:36][CH2:37][CH3:38])=[O:35])[N:21]=[N:20]1)#[N:17], predict the reactants needed to synthesize it. (5) Given the product [Cl:1][C:2]1[CH:7]=[CH:6][C:5]([S:8]([N:11]([CH2:27][C:28]2[CH:33]=[CH:32][C:31]([C:34]3[O:35][CH:36]=[CH:37][N:38]=3)=[C:30]([F:39])[C:29]=2[F:40])[C@@H:12]2[CH2:17][CH2:16][CH2:15][CH2:14][C@H:13]2[CH2:18][OH:19])(=[O:9])=[O:10])=[CH:4][CH:3]=1, predict the reactants needed to synthesize it. The reactants are: [Cl:1][C:2]1[CH:7]=[CH:6][C:5]([S:8]([NH:11][C@@H:12]2[CH2:17][CH2:16][CH2:15][CH2:14][C@H:13]2[CH2:18][OH:19])(=[O:10])=[O:9])=[CH:4][CH:3]=1.C(=O)([O-])[O-].[Cs+].[Cs+].Br[CH2:27][C:28]1[CH:33]=[CH:32][C:31]([C:34]2[O:35][CH:36]=[CH:37][N:38]=2)=[C:30]([F:39])[C:29]=1[F:40].O1C=NC(C2C=CC(CN([C@@H]3CCCC[C@H]3CO)S(C3C=CC(Cl)=CC=3)(=O)=O)=CC=2)=N1.